Dataset: Forward reaction prediction with 1.9M reactions from USPTO patents (1976-2016). Task: Predict the product of the given reaction. (1) Given the reactants Cl.Cl[C:3]1[N:8]=[CH:7][C:6]([CH2:9][NH2:10])=[CH:5][C:4]=1[CH3:11].[F:12][C:13]1[CH:18]=[C:17](B(O)O)[CH:16]=[CH:15][N:14]=1.COC1C=CC=C(OC)C=1C1C=CC=CC=1P(C1CCCCC1)C1CCCCC1.[O-]P([O-])([O-])=O.[K+].[K+].[K+], predict the reaction product. The product is: [F:12][C:13]1[CH:18]=[C:17]([C:3]2[C:4]([CH3:11])=[CH:5][C:6]([CH2:9][NH2:10])=[CH:7][N:8]=2)[CH:16]=[CH:15][N:14]=1. (2) Given the reactants Cl[C:2]1[C:3]2[C:10](I)=[CH:9][N:8]([C@H:12]3[CH2:17][CH2:16][C@H:15]([N:18]4[CH2:23][CH2:22][N:21]([CH3:24])[CH2:20][CH2:19]4)[CH2:14][CH2:13]3)[C:4]=2[N:5]=[CH:6][N:7]=1.[C:25]1([NH:31][C:32](=[O:49])[CH2:33][C:34]2[CH:39]=[CH:38][C:37](B3OC(C)(C)C(C)(C)[O:41]3)=[CH:36][CH:35]=2)[CH:30]=[CH:29][CH:28]=[CH:27][CH:26]=1.CO[C@@H]1[C@@H](C(OC)=O)[C@@H]2[C@@H](C[N:57]3[C@H](C2)C2NC4C=C(OC)C=CC=4C=2CC3)C[C@H]1[O:79][C:80]([C:82]1[CH:87]=[C:86]([O:88]C)C(OC)=C(OC)C=1)=[O:81], predict the reaction product. The product is: [C:80]([OH:79])(=[O:81])/[CH:82]=[CH:87]\[C:86]([OH:88])=[O:41].[C:80]([OH:79])(=[O:81])/[CH:82]=[CH:87]\[C:86]([OH:88])=[O:41].[C:80]([OH:79])(=[O:81])/[CH:82]=[CH:87]\[C:86]([OH:88])=[O:41].[C:25]1([NH:31][C:32](=[O:49])[CH2:33][C:34]2[CH:39]=[CH:38][C:37]([C:10]3[C:3]4[C:2]([NH2:57])=[N:7][CH:6]=[N:5][C:4]=4[N:8]([C@H:12]4[CH2:17][CH2:16][C@H:15]([N:18]5[CH2:23][CH2:22][N:21]([CH3:24])[CH2:20][CH2:19]5)[CH2:14][CH2:13]4)[CH:9]=3)=[CH:36][CH:35]=2)[CH:30]=[CH:29][CH:28]=[CH:27][CH:26]=1. (3) The product is: [CH:16]([C:12]1[CH:13]=[CH:14][CH:15]=[C:10]([CH:7]([CH3:9])[CH3:8])[C:11]=1[NH:19][CH:20]([C:22]1[CH:27]=[C:26]([CH3:28])[CH:25]=[C:24]([C:29]2[CH:34]=[CH:33][CH:32]=[CH:31][C:30]=2[O:35][CH3:36])[C:23]=1[OH:37])[CH3:21])([CH3:17])[CH3:18]. Given the reactants [H-].[H-].[H-].[H-].[Li+].[Al+3].[CH:7]([C:10]1[CH:15]=[CH:14][CH:13]=[C:12]([CH:16]([CH3:18])[CH3:17])[C:11]=1/[N:19]=[C:20](/[C:22]1[CH:27]=[C:26]([CH3:28])[CH:25]=[C:24]([C:29]2[CH:34]=[CH:33][CH:32]=[CH:31][C:30]=2[O:35][CH3:36])[C:23]=1[OH:37])\[CH3:21])([CH3:9])[CH3:8].[O-]S([O-])(=O)=O.[Na+].[Na+], predict the reaction product. (4) Given the reactants [F:1][C:2]1[CH:3]=[C:4]([N:8]2[C:12](=[O:13])[CH2:11][S:10][C:9]2=[S:14])[CH:5]=[CH:6][CH:7]=1.[CH2:15]([O:17][C:18]1[CH:19]=[C:20]([CH:23]=[CH:24][C:25]=1[OH:26])[CH:21]=O)[CH3:16].C([O-])(=O)C.[NH4+].O, predict the reaction product. The product is: [F:1][C:2]1[CH:3]=[C:4]([N:8]2[C:12](=[O:13])[C:11](=[CH:21][C:20]3[CH:23]=[CH:24][C:25]([OH:26])=[C:18]([O:17][CH2:15][CH3:16])[CH:19]=3)[S:10][C:9]2=[S:14])[CH:5]=[CH:6][CH:7]=1.